This data is from Forward reaction prediction with 1.9M reactions from USPTO patents (1976-2016). The task is: Predict the product of the given reaction. (1) Given the reactants CS(C)=O.[CH3:5][C:6]1[CH:7]=[C:8]([OH:20])[C:9]([C:13]2[CH:18]=[C:17]([CH3:19])[CH:16]=[CH:15][N:14]=2)=[N:10][C:11]=1[CH3:12].Cl[C:22]1[C:31]2[C:26](=[CH:27][C:28]([O:34][CH3:35])=[C:29]([O:32][CH3:33])[CH:30]=2)[N:25]=[CH:24][CH:23]=1.C(=O)([O-])[O-].[Cs+].[Cs+], predict the reaction product. The product is: [CH3:33][O:32][C:29]1[CH:30]=[C:31]2[C:26](=[CH:27][C:28]=1[O:34][CH3:35])[N:25]=[CH:24][CH:23]=[C:22]2[O:20][C:8]1[C:9]([C:13]2[CH:18]=[C:17]([CH3:19])[CH:16]=[CH:15][N:14]=2)=[N:10][C:11]([CH3:12])=[C:6]([CH3:5])[CH:7]=1. (2) Given the reactants Cl[C:2]1[C:7]([N+:8]([O-:10])=[O:9])=[CH:6][CH:5]=[C:4]([Cl:11])[N:3]=1.C(N(CC)CC)C.[CH3:19][C:20]([C:22]1[CH:27]=[CH:26][CH:25]=[C:24]([NH2:28])[CH:23]=1)=[O:21], predict the reaction product. The product is: [C:20]([C:22]1[CH:23]=[C:24]([NH:28][C:2]2[C:7]([N+:8]([O-:10])=[O:9])=[CH:6][CH:5]=[C:4]([Cl:11])[N:3]=2)[CH:25]=[CH:26][CH:27]=1)(=[O:21])[CH3:19]. (3) Given the reactants [F:1][C:2]1[CH:3]=[C:4]([NH:12][C:13]([CH3:18])([CH3:17])[C:14]([OH:16])=O)[CH:5]=[CH:6][C:7]=1[C:8](=[O:11])[NH:9][CH3:10].[NH2:19][C:20]1[CH:27]=[CH:26][C:23]([C:24]#[N:25])=[C:22]([C:28]([F:31])([F:30])[F:29])[CH:21]=1.O, predict the reaction product. The product is: [C:24]([C:23]1[CH:26]=[CH:27][C:20]([NH:19][C:14]([C:13]([NH:12][C:4]2[CH:5]=[CH:6][C:7]([C:8]([NH:9][CH3:10])=[O:11])=[C:2]([F:1])[CH:3]=2)([CH3:18])[CH3:17])=[O:16])=[CH:21][C:22]=1[C:28]([F:29])([F:30])[F:31])#[N:25]. (4) Given the reactants [CH2:1]([N:8]1[CH2:13][CH2:12][CH2:11][CH:10]([CH:14]2[CH2:19][CH2:18][CH2:17][CH:16]=[CH:15]2)[C:9]1=[O:20])[C:2]1[CH:7]=[CH:6][CH:5]=[CH:4][CH:3]=1, predict the reaction product. The product is: [CH2:1]([N:8]1[CH2:13][CH2:12][CH2:11][CH:10]([CH:14]2[CH2:15][CH2:16][CH2:17][CH2:18][CH2:19]2)[C:9]1=[O:20])[C:2]1[CH:7]=[CH:6][CH:5]=[CH:4][CH:3]=1. (5) Given the reactants [OH-].[Na+].[F:3][C:4]1[CH:5]=[CH:6][C:7]([C:13]2[NH:17][N:16]=[CH:15][CH:14]=2)=[C:8]([CH:12]=1)[C:9]([O-:11])=[O:10], predict the reaction product. The product is: [F:3][C:4]1[CH:5]=[CH:6][C:7]([C:13]2[NH:17][N:16]=[CH:15][CH:14]=2)=[C:8]([CH:12]=1)[C:9]([OH:11])=[O:10]. (6) Given the reactants [F:1][C:2]([F:9])([F:8])[C:3]([O:5]CC)=O.C[O-].[Na+].[C:13]([CH:17]1[CH2:22][CH2:21][C:20](=[O:23])[CH2:19][CH2:18]1)([CH3:16])([CH3:15])[CH3:14].O, predict the reaction product. The product is: [C:13]([CH:17]1[CH2:18][CH2:19][C:20](=[O:23])[CH:21]([C:3](=[O:5])[C:2]([F:1])([F:8])[F:9])[CH2:22]1)([CH3:16])([CH3:14])[CH3:15]. (7) Given the reactants C1(P(C2C=CC=CC=2)C2C=CC=CC=2)C=CC=CC=1.[OH:20][CH2:21][C@H:22]1[CH2:26][CH2:25][CH2:24][N:23]1[C:27]([O:29][C:30]([CH3:33])([CH3:32])[CH3:31])=[O:28].[CH3:34][C:35]1([CH3:49])[C:39]([CH3:41])([CH3:40])[O:38][B:37]([C:42]2[CH:47]=[CH:46][C:45](O)=[CH:44][CH:43]=2)[O:36]1.N(C(N1CCCCC1)=O)=NC(N1CCCCC1)=O, predict the reaction product. The product is: [C:30]([O:29][C:27]([N:23]1[CH2:24][CH2:25][CH2:26][C@H:22]1[CH2:21][O:20][C:45]1[CH:46]=[CH:47][C:42]([B:37]2[O:38][C:39]([CH3:41])([CH3:40])[C:35]([CH3:49])([CH3:34])[O:36]2)=[CH:43][CH:44]=1)=[O:28])([CH3:33])([CH3:32])[CH3:31].